From a dataset of Catalyst prediction with 721,799 reactions and 888 catalyst types from USPTO. Predict which catalyst facilitates the given reaction. (1) Reactant: [OH-].[Na+].[CH:3]1([C@H:9]([NH:22][C:23]([C:25]2[CH:30]=[N:29][CH:28]=[CH:27][N:26]=2)=[O:24])[C:10]([NH:12][C@@H:13]([C:18]([CH3:21])([CH3:20])[CH3:19])[C:14]([O:16]C)=[O:15])=[O:11])[CH2:8][CH2:7][CH2:6][CH2:5][CH2:4]1.CO. Product: [CH:3]1([C@H:9]([NH:22][C:23]([C:25]2[CH:30]=[N:29][CH:28]=[CH:27][N:26]=2)=[O:24])[C:10]([NH:12][C@@H:13]([C:18]([CH3:20])([CH3:21])[CH3:19])[C:14]([OH:16])=[O:15])=[O:11])[CH2:8][CH2:7][CH2:6][CH2:5][CH2:4]1. The catalyst class is: 1. (2) Reactant: [NH:1]1[CH2:8][CH2:7][CH2:6][C@@H:2]1[C:3]([OH:5])=[O:4].[Cl:9][C:10]([Cl:14])([Cl:13])[CH:11]=O. Product: [Cl:9][C:10]([Cl:14])([Cl:13])[C@H:11]1[N:1]2[CH2:8][CH2:7][CH2:6][C@@H:2]2[C:3](=[O:5])[O:4]1. The catalyst class is: 10.